The task is: Predict which catalyst facilitates the given reaction.. This data is from Catalyst prediction with 721,799 reactions and 888 catalyst types from USPTO. (1) Reactant: [CH3:1][N:2]([CH3:19])[CH2:3][CH2:4][O:5][C:6]1[CH:11]=[C:10]([C:12]([F:15])([F:14])[F:13])[CH:9]=[C:8]([N+:16]([O-])=O)[CH:7]=1. Product: [CH3:1][N:2]([CH3:19])[CH2:3][CH2:4][O:5][C:6]1[CH:7]=[C:8]([CH:9]=[C:10]([C:12]([F:13])([F:14])[F:15])[CH:11]=1)[NH2:16]. The catalyst class is: 19. (2) Reactant: [N+:1]([C:4]1[C:12]2[N:11]=[CH:10][N:9]([C:13]([O:15][C:16]([CH3:19])([CH3:18])[CH3:17])=[O:14])[C:8]=2[CH:7]=[CH:6][CH:5]=1)([O-])=O. Product: [NH2:1][C:4]1[C:12]2[N:11]=[CH:10][N:9]([C:13]([O:15][C:16]([CH3:19])([CH3:18])[CH3:17])=[O:14])[C:8]=2[CH:7]=[CH:6][CH:5]=1. The catalyst class is: 19. (3) Reactant: [CH2:1]([C:3]1[C:11]2[N:10]3[C:12]([CH3:15])=[N:13][CH:14]=[C:9]3[CH:8]=[N:7][C:6]=2[N:5]([CH2:16][O:17][CH2:18][CH2:19][Si:20]([CH3:23])([CH3:22])[CH3:21])[C:4]=1[C:24]1[CH:29]=[CH:28][C:27]([C:30]2([CH3:35])OCC[O:31]2)=[CH:26][CH:25]=1)[CH3:2].Cl. Product: [CH2:1]([C:3]1[C:11]2[N:10]3[C:12]([CH3:15])=[N:13][CH:14]=[C:9]3[CH:8]=[N:7][C:6]=2[N:5]([CH2:16][O:17][CH2:18][CH2:19][Si:20]([CH3:23])([CH3:22])[CH3:21])[C:4]=1[C:24]1[CH:25]=[CH:26][C:27]([C:30](=[O:31])[CH3:35])=[CH:28][CH:29]=1)[CH3:2]. The catalyst class is: 21. (4) Reactant: C[O:2][C:3](=[O:30])[C:4]1[CH:9]=[CH:8][CH:7]=[C:6]([NH:10][C:11]2[N:19]=[C:18]([NH:20][C@H:21]3[CH2:26][CH2:25][C@H:24]([OH:27])[CH2:23][CH2:22]3)[N:17]=[C:16]3[C:12]=2[N:13]=[CH:14][N:15]3[CH2:28][CH3:29])[CH:5]=1.O.[Li+].[OH-]. Product: [CH2:28]([N:15]1[CH:14]=[N:13][C:12]2[C:16]1=[N:17][C:18]([NH:20][C@H:21]1[CH2:26][CH2:25][C@H:24]([OH:27])[CH2:23][CH2:22]1)=[N:19][C:11]=2[NH:10][C:6]1[CH:5]=[C:4]([CH:9]=[CH:8][CH:7]=1)[C:3]([OH:30])=[O:2])[CH3:29]. The catalyst class is: 5.